Predict the reaction yield, written as a fraction of the theoretical maximum amount of product (1.0 means a 100% yield; for example, 0.34 means a 34% yield). From a dataset of Reaction yield outcomes from USPTO patents with 853,638 reactions. The reactants are [CH2:1]([N:3]1[C:7]2=[N:8][C:9]([CH2:59][CH3:60])=[C:10]([CH2:19][NH:20][C:21]([C:23]3[CH:24]=[C:25]([C:29]([NH:31][CH2:32][C:33]4[CH:34]=[C:35]([C:39]5[CH:44]=[CH:43][CH:42]=[C:41]([CH2:45][N:46]6[CH2:51][CH2:50][N:49]([C:52](OC(C)(C)C)=O)[CH2:48][CH2:47]6)[CH:40]=5)[CH:36]=[CH:37][CH:38]=4)=[O:30])[CH:26]=[CH:27][CH:28]=3)=[O:22])[C:11]([NH:12][CH:13]3[CH2:18][CH2:17][O:16][CH2:15][CH2:14]3)=[C:6]2[CH:5]=[N:4]1)[CH3:2].C(O)(C(F)(F)F)=O. The catalyst is C(Cl)Cl. The product is [CH2:1]([N:3]1[C:7]2=[N:8][C:9]([CH2:59][CH3:60])=[C:10]([CH2:19][NH:20][C:21]([C:23]3[CH:28]=[CH:27][CH:26]=[C:25]([C:29]([NH:31][CH2:32][C:33]4[CH:34]=[C:35]([C:39]5[CH:44]=[CH:43][CH:42]=[C:41]([CH2:45][N:46]([CH2:51][CH3:50])[CH2:47][CH2:48][NH:49][CH3:52])[CH:40]=5)[CH:36]=[CH:37][CH:38]=4)=[O:30])[CH:24]=3)=[O:22])[C:11]([NH:12][CH:13]3[CH2:14][CH2:15][O:16][CH2:17][CH2:18]3)=[C:6]2[CH:5]=[N:4]1)[CH3:2]. The yield is 0.480.